The task is: Predict the product of the given reaction.. This data is from Forward reaction prediction with 1.9M reactions from USPTO patents (1976-2016). (1) The product is: [Cl:1][C:2]1[C:7]([C:8]([F:10])([F:9])[F:11])=[CH:6][N:5]=[C:4]([NH:47][C:44]2[CH:45]=[CH:46][C:41]([CH2:40][P:32](=[O:39])([O:33][CH2:34][C:35]([F:36])([F:37])[F:38])[O:31][CH2:30][C:29]([F:28])([F:48])[F:49])=[CH:42][CH:43]=2)[N:3]=1. Given the reactants [Cl:1][C:2]1[C:7]([C:8]([F:11])([F:10])[F:9])=[CH:6][N:5]=[C:4](NC2C=CC(CP(=O)(OCC)OCC)=CC=2)[N:3]=1.[F:28][C:29]([F:49])([F:48])[CH2:30][O:31][P:32]([CH2:40][C:41]1[CH:46]=[CH:45][C:44]([NH2:47])=[CH:43][CH:42]=1)(=[O:39])[O:33][CH2:34][C:35]([F:38])([F:37])[F:36].ClC1N=C(Cl)C(C(F)(F)F)=CN=1, predict the reaction product. (2) Given the reactants [CH3:1][CH:2]([CH3:39])[CH2:3][N:4]([CH2:15][C:16]1[N:20]([CH2:21][C@H:22]2[CH2:27][CH2:26][CH2:25][N:24](C(OC(C)(C)C)=O)[CH2:23]2)[C:19]2[CH:35]=[CH:36][CH:37]=[CH:38][C:18]=2[N:17]=1)[C@@H:5]1[C:14]2[N:13]=[CH:12][CH:11]=[CH:10][C:9]=2[CH2:8][CH2:7][CH2:6]1.CN(CC1N(C[C@H]2CCCNC2)C2C=CC=CC=2N=1)[C@@H]1C2N=CC=CC=2CCC1, predict the reaction product. The product is: [CH3:1][CH:2]([CH3:39])[CH2:3][N:4]([CH2:15][C:16]1[N:20]([CH2:21][C@H:22]2[CH2:27][CH2:26][CH2:25][NH:24][CH2:23]2)[C:19]2[CH:35]=[CH:36][CH:37]=[CH:38][C:18]=2[N:17]=1)[C@@H:5]1[C:14]2[N:13]=[CH:12][CH:11]=[CH:10][C:9]=2[CH2:8][CH2:7][CH2:6]1. (3) The product is: [Br:14][C:6]1[CH:5]=[N:4][C:3]([O:2][CH3:1])=[CH:8][CH:7]=1. Given the reactants [CH3:1][O:2][C:3]1[CH:8]=[CH:7][CH:6]=[CH:5][N:4]=1.CC([O-])=O.[Na+].[Br:14]Br, predict the reaction product. (4) The product is: [C:21]([NH:10][C@H:9]([C:11]([OH:13])=[O:12])[CH2:8][C:7]1[CH:6]=[CH:5][C:4]([N+:1]([O-:3])=[O:2])=[CH:15][CH:14]=1)([O:20][C:16]([CH3:19])([CH3:18])[CH3:17])=[O:22]. Given the reactants [N+:1]([C:4]1[CH:15]=[CH:14][C:7]([CH2:8][C@@H:9]([C:11]([OH:13])=[O:12])[NH2:10])=[CH:6][CH:5]=1)([O-:3])=[O:2].[C:16]([O:20][C:21](O[C:21]([O:20][C:16]([CH3:19])([CH3:18])[CH3:17])=[O:22])=[O:22])([CH3:19])([CH3:18])[CH3:17], predict the reaction product. (5) Given the reactants CO[CH2:3][C:4]1[C:13]([C:14]([O:16][CH3:17])=[O:15])=[C:12]2[C:7]([C@H:8]3[CH2:18][C@H:9]3[CH2:10][O:11]2)=[CH:6][CH:5]=1.C([Cl:22])(=O)C, predict the reaction product. The product is: [Cl:22][CH2:3][C:4]1[C:13]([C:14]([O:16][CH3:17])=[O:15])=[C:12]2[C:7]([C@H:8]3[CH2:18][C@H:9]3[CH2:10][O:11]2)=[CH:6][CH:5]=1. (6) Given the reactants [CH:1]1([CH:7]=O)[CH2:6][CH2:5][CH2:4][CH2:3][CH2:2]1.Cl.[NH2:10][OH:11].CCN(CC)CC, predict the reaction product. The product is: [CH:1]1([CH:7]=[N:10][OH:11])[CH2:6][CH2:5][CH2:4][CH2:3][CH2:2]1. (7) The product is: [CH2:21]([N:23]1[C:6]([CH3:7])=[C:5]([N:8]=[O:17])[C:4]([C:9]2[CH:14]=[CH:13][CH:12]=[CH:11][CH:10]=2)=[N:24]1)[CH3:22]. Given the reactants CN1[C:6]([CH3:7])=[C:5]([NH2:8])[C:4]([C:9]2[CH:14]=[CH:13][CH:12]=[CH:11][CH:10]=2)=N1.C(O)(=O)C(O)=[O:17].[CH2:21]([NH:23][NH2:24])[CH3:22], predict the reaction product.